Dataset: Reaction yield outcomes from USPTO patents with 853,638 reactions. Task: Predict the reaction yield, written as a fraction of the theoretical maximum amount of product (1.0 means a 100% yield; for example, 0.34 means a 34% yield). The reactants are FC(F)(F)C(O)=O.[NH2:8][CH2:9][C:10]1[N:15]=[C:14]([C:16]2[S:17][C:18]3[CH:26]=[CH:25][CH:24]=[CH:23][C:19]=3[C:20](=[O:22])[N:21]=2)[CH:13]=[CH:12][CH:11]=1.[C:27]1([S:33](Cl)(=[O:35])=[O:34])[CH:32]=[CH:31][CH:30]=[CH:29][CH:28]=1.C(=O)([O-])O.[Na+]. The catalyst is C(OCC)(=O)C.O. The yield is 0.380. The product is [O:22]=[C:20]1[C:19]2[CH:23]=[CH:24][CH:25]=[CH:26][C:18]=2[S:17][C:16]([C:14]2[N:15]=[C:10]([CH2:9][NH:8][S:33]([C:27]3[CH:32]=[CH:31][CH:30]=[CH:29][CH:28]=3)(=[O:35])=[O:34])[CH:11]=[CH:12][CH:13]=2)=[N:21]1.